From a dataset of CYP2D6 inhibition data for predicting drug metabolism from PubChem BioAssay. Regression/Classification. Given a drug SMILES string, predict its absorption, distribution, metabolism, or excretion properties. Task type varies by dataset: regression for continuous measurements (e.g., permeability, clearance, half-life) or binary classification for categorical outcomes (e.g., BBB penetration, CYP inhibition). Dataset: cyp2d6_veith. (1) The molecule is NC(=O)N[C@H](CC(=O)O)C(=O)O. The result is 0 (non-inhibitor). (2) The molecule is Cc1ccc(N2C(=O)/C(=C/N3CCN(C(=O)c4ccco4)CC3)C(=O)NC2=S)cc1C. The result is 1 (inhibitor). (3) The molecule is COc1ccc(-c2nc3cnc(N(C)C)nc3n(C)c2=O)cc1. The result is 0 (non-inhibitor). (4) The drug is FC(F)(F)c1cccc(Oc2nc(-c3ccccc3)nnc2C(F)(F)F)c1. The result is 0 (non-inhibitor). (5) The result is 1 (inhibitor). The compound is Nc1ccccc1Nc1ccccc1. (6) The compound is Nc1ncnc2c1ncn2[C@@H]1CCCO1. The result is 0 (non-inhibitor). (7) The molecule is c1cncc(CSc2ncnc3nc[nH]c23)c1. The result is 0 (non-inhibitor). (8) The drug is Cc1noc(C)c1C(=O)N1CCC2(CCN(Cc3nccs3)CC2)CC1. The result is 0 (non-inhibitor). (9) The compound is O=c1[nH]c(=S)[nH]nc1Cc1ccccc1. The result is 0 (non-inhibitor). (10) The molecule is c1ccc(CSCCc2ccncc2)cc1. The result is 1 (inhibitor).